Dataset: Forward reaction prediction with 1.9M reactions from USPTO patents (1976-2016). Task: Predict the product of the given reaction. (1) Given the reactants [CH:1]([N:14]1[CH2:17][C:16](=O)[CH2:15]1)([C:8]1[CH:13]=[CH:12][CH:11]=[CH:10][CH:9]=1)[C:2]1[CH:7]=[CH:6][CH:5]=[CH:4][CH:3]=1.Cl.[CH3:20][NH2:21].C(O)(=O)C.[C-:26]#[N:27].[K+], predict the reaction product. The product is: [CH:1]([N:14]1[CH2:17][C:16]([NH:27][CH3:26])([C:20]#[N:21])[CH2:15]1)([C:8]1[CH:13]=[CH:12][CH:11]=[CH:10][CH:9]=1)[C:2]1[CH:7]=[CH:6][CH:5]=[CH:4][CH:3]=1. (2) Given the reactants [CH2:1]([O:8][N:9]1[C:18]2[C:13](=[CH:14][C:15]([F:19])=[CH:16][N:17]=2)[C:12]([OH:20])=[C:11]([C:21]2[CH:26]=[CH:25][CH:24]=[CH:23][CH:22]=2)[C:10]1=[O:27])[C:2]1[CH:7]=[CH:6][CH:5]=[CH:4][CH:3]=1.[F:28][C:29]([F:42])([F:41])[S:30](O[S:30]([C:29]([F:42])([F:41])[F:28])(=[O:32])=[O:31])(=[O:32])=[O:31], predict the reaction product. The product is: [F:28][C:29]([F:42])([F:41])[S:30]([O:20][C:12]1[C:13]2[C:18](=[N:17][CH:16]=[C:15]([F:19])[CH:14]=2)[N:9]([O:8][CH2:1][C:2]2[CH:7]=[CH:6][CH:5]=[CH:4][CH:3]=2)[C:10](=[O:27])[C:11]=1[C:21]1[CH:26]=[CH:25][CH:24]=[CH:23][CH:22]=1)(=[O:32])=[O:31]. (3) Given the reactants [CH3:1][NH:2][C:3](=[O:15])[C:4]1[CH:9]=[C:8]([CH3:10])[C:7]([N+:11]([O-])=O)=[C:6]([CH3:14])[CH:5]=1.[H][H], predict the reaction product. The product is: [NH2:11][C:7]1[C:6]([CH3:14])=[CH:5][C:4]([C:3]([NH:2][CH3:1])=[O:15])=[CH:9][C:8]=1[CH3:10]. (4) Given the reactants [CH3:1][CH2:2][O:3][C:4]([CH:6](P(OCC)(OCC)=O)[F:7])=[O:5].[Cl:16][C:17]1[C:18]([O:35][CH3:36])=[C:19]([C:32](=O)[CH3:33])[CH:20]=[C:21]2[C:26]=1[O:25][C:24]([CH3:28])([CH3:27])[CH:23]=[C:22]2[CH:29]([CH3:31])[CH3:30], predict the reaction product. The product is: [Cl:16][C:17]1[C:18]([O:35][CH3:36])=[C:19](/[C:32](/[CH3:33])=[C:6](/[F:7])\[C:4]([O:3][CH2:2][CH3:1])=[O:5])[CH:20]=[C:21]2[C:26]=1[O:25][C:24]([CH3:28])([CH3:27])[CH:23]=[C:22]2[CH:29]([CH3:30])[CH3:31].